This data is from Full USPTO retrosynthesis dataset with 1.9M reactions from patents (1976-2016). The task is: Predict the reactants needed to synthesize the given product. Given the product [CH:1]1([CH:7]2[C:16]3[C:11](=[CH:12][CH:13]=[CH:14][CH:15]=3)[CH2:10][CH2:9][N:8]2[C:17](=[O:23])[CH2:18][N:19]([CH2:25][C:26]2([OH:24])[CH2:31][CH2:30][CH2:29][CH2:28][CH2:27]2)[CH2:20][CH2:21][OH:22])[CH2:2][CH2:3][CH2:4][CH2:5][CH2:6]1, predict the reactants needed to synthesize it. The reactants are: [CH:1]1([CH:7]2[C:16]3[C:11](=[CH:12][CH:13]=[CH:14][CH:15]=3)[CH2:10][CH2:9][N:8]2[C:17](=[O:23])[CH2:18][NH:19][CH2:20][CH2:21][OH:22])[CH2:6][CH2:5][CH2:4][CH2:3][CH2:2]1.[O:24]1[C:26]2([CH2:31][CH2:30][CH2:29][CH2:28][CH2:27]2)[CH2:25]1.O.